Dataset: Catalyst prediction with 721,799 reactions and 888 catalyst types from USPTO. Task: Predict which catalyst facilitates the given reaction. Reactant: Cl[C:2]1[O:3][C:4]([CH2:14][CH2:15][CH2:16][O:17][C:18]2[CH:23]=[CH:22][CH:21]=[CH:20][C:19]=2[O:24][CH3:25])=[C:5]([C:7]2[CH:12]=[CH:11][C:10]([Cl:13])=[CH:9][CH:8]=2)[N:6]=1.[NH:26]1[CH2:31][CH2:30][O:29][CH2:28][CH2:27]1.CC(=O)CC. Product: [Cl:13][C:10]1[CH:11]=[CH:12][C:7]([C:5]2[N:6]=[C:2]([N:26]3[CH2:31][CH2:30][O:29][CH2:28][CH2:27]3)[O:3][C:4]=2[CH2:14][CH2:15][CH2:16][O:17][C:18]2[CH:23]=[CH:22][CH:21]=[CH:20][C:19]=2[O:24][CH3:25])=[CH:8][CH:9]=1. The catalyst class is: 6.